This data is from Full USPTO retrosynthesis dataset with 1.9M reactions from patents (1976-2016). The task is: Predict the reactants needed to synthesize the given product. Given the product [CH3:17][O:18][C:19](=[O:25])[C@@H:20]1[CH2:24][CH2:23][CH2:22][N:21]1[C:13](=[O:15])[C@H:11]([CH3:12])[NH:10][C:8](=[O:9])[CH2:7][C:1]1[CH:2]=[CH:3][CH:4]=[CH:5][CH:6]=1, predict the reactants needed to synthesize it. The reactants are: [C:1]1([CH2:7][C:8]([NH:10][C@H:11]([C:13]([OH:15])=O)[CH3:12])=[O:9])[CH:6]=[CH:5][CH:4]=[CH:3][CH:2]=1.Cl.[CH3:17][O:18][C:19](=[O:25])[C@@H:20]1[CH2:24][CH2:23][CH2:22][NH:21]1.